From a dataset of Forward reaction prediction with 1.9M reactions from USPTO patents (1976-2016). Predict the product of the given reaction. (1) Given the reactants [CH3:1][C:2]1[C:3]([CH:8]2[CH2:13][CH2:12][CH2:11][CH:10]([C:14]3[C:19]([CH3:20])=[CH:18][CH:17]=[CH:16][N:15]=3)[NH:9]2)=[N:4][CH:5]=[CH:6][CH:7]=1.Br[CH2:22][C:23]1[CH:28]=[CH:27][CH:26]=[CH:25][C:24]=1[C:29]1([CH3:34])[O:33][CH2:32][CH2:31][O:30]1.CCN(C(C)C)C(C)C, predict the reaction product. The product is: [CH3:1][C:2]1[C:3]([CH:8]2[CH2:13][CH2:12][CH2:11][CH:10]([C:14]3[C:19]([CH3:20])=[CH:18][CH:17]=[CH:16][N:15]=3)[N:9]2[CH2:22][C:23]2[CH:28]=[CH:27][CH:26]=[CH:25][C:24]=2[C:29]2([CH3:34])[O:30][CH2:31][CH2:32][O:33]2)=[N:4][CH:5]=[CH:6][CH:7]=1. (2) Given the reactants Cl.[F:2][C:3]([F:35])([F:34])[C:4]1[CH:5]=[C:6]([C@H:14]([N:16]([CH3:33])[C:17]([C@H:19]2[CH2:24][CH2:23][NH:22][CH2:21][C@@H:20]2[C:25]2[CH:30]=[CH:29][C:28]([F:31])=[CH:27][C:26]=2[CH3:32])=[O:18])[CH3:15])[CH:7]=[C:8]([C:10]([F:13])([F:12])[F:11])[CH:9]=1.[N:36]1[CH:41]=[C:40]([C:42](O)=[O:43])[CH:39]=[N:38][CH:37]=1.CCN=C=NCCCN(C)C.Cl.C1C=CC2N(O)N=NC=2C=1, predict the reaction product. The product is: [F:35][C:3]([F:2])([F:34])[C:4]1[CH:5]=[C:6]([C@H:14]([N:16]([CH3:33])[C:17]([C@H:19]2[CH2:24][CH2:23][N:22]([C:42]([C:40]3[CH:41]=[N:36][CH:37]=[N:38][CH:39]=3)=[O:43])[CH2:21][C@@H:20]2[C:25]2[CH:30]=[CH:29][C:28]([F:31])=[CH:27][C:26]=2[CH3:32])=[O:18])[CH3:15])[CH:7]=[C:8]([C:10]([F:12])([F:13])[F:11])[CH:9]=1. (3) Given the reactants [F:1][C:2]1[CH:3]=[N:4][CH:5]=[C:6]([F:20])[C:7]=1[S:8][C:9]1[S:13][C:12]([C:14]([OH:16])=O)=[CH:11][C:10]=1[N+:17]([O-:19])=[O:18].[CH3:21][N:22]([CH3:34])[CH2:23][CH2:24][CH2:25][O:26][C:27]1[CH:33]=[CH:32][C:30]([NH2:31])=[CH:29][CH:28]=1, predict the reaction product. The product is: [F:20][C:6]1[CH:5]=[N:4][CH:3]=[C:2]([F:1])[C:7]=1[S:8][C:9]1[S:13][C:12]([C:14]([NH:31][C:30]2[CH:29]=[CH:28][C:27]([O:26][CH2:25][CH2:24][CH2:23][N:22]([CH3:21])[CH3:34])=[CH:33][CH:32]=2)=[O:16])=[CH:11][C:10]=1[N+:17]([O-:19])=[O:18]. (4) Given the reactants Cl[S:2]([C:5]1[CH:6]=[C:7]2[C:11](=[CH:12][CH:13]=1)[NH:10][C:9](=[O:14])[CH2:8]2)(=O)=O.C1(P(C2C=CC=CC=2)C2C=CC=CC=2)C=CC=CC=1, predict the reaction product. The product is: [SH:2][C:5]1[CH:6]=[C:7]2[C:11](=[CH:12][CH:13]=1)[NH:10][C:9](=[O:14])[CH2:8]2. (5) Given the reactants C([O:8][C:9]1[C:10](=[O:22])[CH:11]=[C:12]([CH:19]([F:21])[F:20])[N:13]([CH2:15][CH:16]2[CH2:18][CH2:17]2)[CH:14]=1)C1C=CC=CC=1.[H][H], predict the reaction product. The product is: [CH:16]1([CH2:15][N:13]2[CH:14]=[C:9]([OH:8])[C:10](=[O:22])[CH:11]=[C:12]2[CH:19]([F:21])[F:20])[CH2:17][CH2:18]1. (6) Given the reactants [CH3:1][S:2]([CH:5]([CH3:16])[C:6]([O:8][CH2:9][C:10]1[CH:15]=[CH:14][CH:13]=[CH:12][CH:11]=1)=[O:7])(=[O:4])=[O:3].C([O-])([O-])=O.[Cs+].[Cs+].Br[CH2:24][CH:25]=[CH2:26], predict the reaction product. The product is: [CH3:16][C@@:5]([S:2]([CH3:1])(=[O:3])=[O:4])([CH2:26][CH:25]=[CH2:24])[C:6]([O:8][CH2:9][C:10]1[CH:15]=[CH:14][CH:13]=[CH:12][CH:11]=1)=[O:7].